From a dataset of Catalyst prediction with 721,799 reactions and 888 catalyst types from USPTO. Predict which catalyst facilitates the given reaction. Reactant: C(OC(=O)[NH:7][CH2:8][CH:9]1[C:13](=[O:14])[N:12]([C:15]2[CH:20]=[CH:19][C:18]([C:21]#[N:22])=[C:17]([Cl:23])[C:16]=2[CH3:24])[C:11](=[O:25])[N:10]1[CH3:26])(C)(C)C. Product: [NH2:7][CH2:8][CH:9]1[C:13](=[O:14])[N:12]([C:15]2[CH:20]=[CH:19][C:18]([C:21]#[N:22])=[C:17]([Cl:23])[C:16]=2[CH3:24])[C:11](=[O:25])[N:10]1[CH3:26]. The catalyst class is: 157.